Task: Predict the reaction yield, written as a fraction of the theoretical maximum amount of product (1.0 means a 100% yield; for example, 0.34 means a 34% yield).. Dataset: Reaction yield outcomes from USPTO patents with 853,638 reactions (1) The catalyst is C1(C)C=CC=CC=1.CC([O-])=O.CC([O-])=O.[Pd+2].COC1C=CC=C(OC)C=1C1C=CC=CC=1P(C1CCCCC1)C1CCCCC1. The yield is 0.960. The reactants are Cl[C:2](Cl)=[C:3]([C:5]1[CH:10]=[CH:9][CH:8]=[CH:7][C:6]=1[NH2:11])[CH3:4].[C:13]1(B(O)O)[CH:18]=[CH:17][CH:16]=[CH:15][CH:14]=1.[O-]P([O-])([O-])=O.[K+].[K+].[K+].O. The product is [C:13]1([C:2]2[NH:11][C:6]3[C:5]([C:3]=2[CH3:4])=[CH:10][CH:9]=[CH:8][CH:7]=3)[CH:18]=[CH:17][CH:16]=[CH:15][CH:14]=1. (2) The reactants are [Cl:1][C:2]1[C:6]([N:7]([CH2:13][C:14]#[CH:15])[C:8](=[O:12])[CH2:9][NH:10][CH3:11])=[CH:5][N:4]([C:16]2[CH:17]=[N:18][CH:19]=[CH:20][CH:21]=2)[N:3]=1.[CH3:22][S:23](Cl)(=[O:25])=[O:24].C(N(C(C)C)CC)(C)C.C([O-])(O)=O.[Na+]. The catalyst is C(Cl)Cl. The product is [Cl:1][C:2]1[C:6]([N:7]([CH2:13][C:14]#[CH:15])[C:8](=[O:12])[CH2:9][N:10]([CH3:11])[S:23]([CH3:22])(=[O:25])=[O:24])=[CH:5][N:4]([C:16]2[CH:17]=[N:18][CH:19]=[CH:20][CH:21]=2)[N:3]=1. The yield is 0.720. (3) The reactants are [Br:1][C:2]1[CH:27]=[CH:26][C:5]([CH2:6][CH:7]2[CH2:12][CH2:11][N:10]([CH2:13][CH2:14][C:15]3[CH:16]=[C:17]4[C:22](=[CH:23][CH:24]=3)[O:21][CH2:20][CH2:19][C:18]4=[O:25])[CH2:9][CH2:8]2)=[CH:4][C:3]=1[O:28][CH2:29][CH2:30][O:31][CH3:32].O.[C:34]1([S:40]([OH:43])(=[O:42])=[O:41])[CH:39]=[CH:38][CH:37]=[CH:36][CH:35]=1. No catalyst specified. The product is [C:34]1([S:40]([OH:43])(=[O:42])=[O:41])[CH:39]=[CH:38][CH:37]=[CH:36][CH:35]=1.[Br:1][C:2]1[CH:27]=[CH:26][C:5]([CH2:6][CH:7]2[CH2:12][CH2:11][N:10]([CH2:13][CH2:14][C:15]3[CH:16]=[C:17]4[C:22](=[CH:23][CH:24]=3)[O:21][CH2:20][CH2:19][C:18]4=[O:25])[CH2:9][CH2:8]2)=[CH:4][C:3]=1[O:28][CH2:29][CH2:30][O:31][CH3:32]. The yield is 0.880. (4) The reactants are [CH:1]1[C:6]2[CH2:7][NH:8][CH2:9][CH2:10][S:11][C:5]=2[CH:4]=[CH:3][C:2]=1[NH2:12].[C:13]([O:16][CH2:17][CH2:18]Br)(=[O:15])[CH3:14]. No catalyst specified. The product is [NH2:12][C:2]1[CH:3]=[CH:4][C:5]2[S:11][CH2:10][CH2:9][N:8]([CH2:18][CH2:17][O:16][C:13](=[O:15])[CH3:14])[CH2:7][C:6]=2[CH:1]=1. The yield is 0.830. (5) The reactants are [C:1]1([C:7]2[N:15]3[C:10]([CH:11]=[CH:12][CH:13]=[CH:14]3)=[CH:9][C:8]=2[C:16](OCC)=[O:17])[CH:6]=[CH:5][CH:4]=[CH:3][CH:2]=1.CC(C[AlH]CC(C)C)C.C1(C)C=CC=CC=1. The catalyst is C(Cl)Cl. The product is [C:1]1([C:7]2[N:15]3[C:10]([CH:11]=[CH:12][CH:13]=[CH:14]3)=[CH:9][C:8]=2[CH2:16][OH:17])[CH:2]=[CH:3][CH:4]=[CH:5][CH:6]=1. The yield is 0.900.